From a dataset of NCI-60 drug combinations with 297,098 pairs across 59 cell lines. Regression. Given two drug SMILES strings and cell line genomic features, predict the synergy score measuring deviation from expected non-interaction effect. (1) Drug 1: C1=NC2=C(N=C(N=C2N1C3C(C(C(O3)CO)O)O)F)N. Drug 2: C1=CC=C(C=C1)NC(=O)CCCCCCC(=O)NO. Cell line: SNB-75. Synergy scores: CSS=6.97, Synergy_ZIP=-1.76, Synergy_Bliss=0.0441, Synergy_Loewe=-6.55, Synergy_HSA=-1.30. (2) Drug 1: C1=C(C(=O)NC(=O)N1)N(CCCl)CCCl. Drug 2: C1=CC(=CC=C1CCCC(=O)O)N(CCCl)CCCl. Cell line: PC-3. Synergy scores: CSS=24.0, Synergy_ZIP=-7.11, Synergy_Bliss=-0.668, Synergy_Loewe=2.42, Synergy_HSA=4.08. (3) Drug 1: C#CCC(CC1=CN=C2C(=N1)C(=NC(=N2)N)N)C3=CC=C(C=C3)C(=O)NC(CCC(=O)O)C(=O)O. Drug 2: CCC1(C2=C(COC1=O)C(=O)N3CC4=CC5=C(C=CC(=C5CN(C)C)O)N=C4C3=C2)O.Cl. Cell line: CAKI-1. Synergy scores: CSS=-1.38, Synergy_ZIP=-0.306, Synergy_Bliss=-0.684, Synergy_Loewe=-5.38, Synergy_HSA=-4.95. (4) Drug 1: CN(C)N=NC1=C(NC=N1)C(=O)N. Drug 2: C1CN(P(=O)(OC1)NCCCl)CCCl. Cell line: OVCAR-5. Synergy scores: CSS=-0.114, Synergy_ZIP=-0.293, Synergy_Bliss=-0.494, Synergy_Loewe=-6.79, Synergy_HSA=-3.58. (5) Drug 1: CCC(=C(C1=CC=CC=C1)C2=CC=C(C=C2)OCCN(C)C)C3=CC=CC=C3.C(C(=O)O)C(CC(=O)O)(C(=O)O)O. Drug 2: CS(=O)(=O)CCNCC1=CC=C(O1)C2=CC3=C(C=C2)N=CN=C3NC4=CC(=C(C=C4)OCC5=CC(=CC=C5)F)Cl. Cell line: NCI-H460. Synergy scores: CSS=1.54, Synergy_ZIP=1.39, Synergy_Bliss=3.04, Synergy_Loewe=1.11, Synergy_HSA=1.48. (6) Drug 1: CC12CCC3C(C1CCC2=O)CC(=C)C4=CC(=O)C=CC34C. Drug 2: CCCCC(=O)OCC(=O)C1(CC(C2=C(C1)C(=C3C(=C2O)C(=O)C4=C(C3=O)C=CC=C4OC)O)OC5CC(C(C(O5)C)O)NC(=O)C(F)(F)F)O. Cell line: CAKI-1. Synergy scores: CSS=16.2, Synergy_ZIP=-1.80, Synergy_Bliss=-2.46, Synergy_Loewe=-1.46, Synergy_HSA=-1.07. (7) Drug 1: CCC1(CC2CC(C3=C(CCN(C2)C1)C4=CC=CC=C4N3)(C5=C(C=C6C(=C5)C78CCN9C7C(C=CC9)(C(C(C8N6C=O)(C(=O)OC)O)OC(=O)C)CC)OC)C(=O)OC)O.OS(=O)(=O)O. Synergy scores: CSS=1.30, Synergy_ZIP=0.455, Synergy_Bliss=2.62, Synergy_Loewe=-5.48, Synergy_HSA=1.24. Drug 2: C(CC(=O)O)C(=O)CN.Cl. Cell line: SW-620. (8) Drug 1: CC1=C(C=C(C=C1)NC(=O)C2=CC=C(C=C2)CN3CCN(CC3)C)NC4=NC=CC(=N4)C5=CN=CC=C5. Drug 2: CC1CCC2CC(C(=CC=CC=CC(CC(C(=O)C(C(C(=CC(C(=O)CC(OC(=O)C3CCCCN3C(=O)C(=O)C1(O2)O)C(C)CC4CCC(C(C4)OC)O)C)C)O)OC)C)C)C)OC. Cell line: SF-539. Synergy scores: CSS=8.30, Synergy_ZIP=-1.44, Synergy_Bliss=2.49, Synergy_Loewe=-1.58, Synergy_HSA=-0.729. (9) Drug 1: CC1=C(C=C(C=C1)NC2=NC=CC(=N2)N(C)C3=CC4=NN(C(=C4C=C3)C)C)S(=O)(=O)N.Cl. Drug 2: CNC(=O)C1=CC=CC=C1SC2=CC3=C(C=C2)C(=NN3)C=CC4=CC=CC=N4. Cell line: ACHN. Synergy scores: CSS=27.9, Synergy_ZIP=10.6, Synergy_Bliss=11.3, Synergy_Loewe=12.0, Synergy_HSA=12.0. (10) Drug 1: CS(=O)(=O)C1=CC(=C(C=C1)C(=O)NC2=CC(=C(C=C2)Cl)C3=CC=CC=N3)Cl. Drug 2: C1=C(C(=O)NC(=O)N1)F. Cell line: K-562. Synergy scores: CSS=49.5, Synergy_ZIP=-6.95, Synergy_Bliss=-8.64, Synergy_Loewe=-11.5, Synergy_HSA=-5.28.